This data is from Reaction yield outcomes from USPTO patents with 853,638 reactions. The task is: Predict the reaction yield, written as a fraction of the theoretical maximum amount of product (1.0 means a 100% yield; for example, 0.34 means a 34% yield). (1) The reactants are [F:1][C:2]1[CH:7]=[CH:6][C:5]([NH:8][C:9]([C:11]2([C:14]([OH:16])=O)[CH2:13][CH2:12]2)=[O:10])=[CH:4][CH:3]=1.C(N(CC)CC)C.CN(C(ON1N=NC2C=CC=NC1=2)=[N+](C)C)C.F[P-](F)(F)(F)(F)F.[NH2:48][C:49]1[CH:54]=[C:53]([O:55][C:56]2[CH:61]=[C:60]([F:62])[C:59]([NH2:63])=[CH:58][C:57]=2[F:64])[N:52]=[CH:51][N:50]=1. The catalyst is CN(C)C=O. The product is [NH2:48][C:49]1[CH:54]=[C:53]([O:55][C:56]2[C:57]([F:64])=[CH:58][C:59]([NH:63][C:14]([C:11]3([C:9]([NH:8][C:5]4[CH:4]=[CH:3][C:2]([F:1])=[CH:7][CH:6]=4)=[O:10])[CH2:12][CH2:13]3)=[O:16])=[C:60]([F:62])[CH:61]=2)[N:52]=[CH:51][N:50]=1. The yield is 0.400. (2) The reactants are C[O:2][C:3](=[O:19])[CH:4]([C:9]1[C:14]([N+:15]([O-:17])=[O:16])=[CH:13][CH:12]=[CH:11][C:10]=1[F:18])C(OC)=O. The catalyst is Cl. The product is [F:18][C:10]1[CH:11]=[CH:12][CH:13]=[C:14]([N+:15]([O-:17])=[O:16])[C:9]=1[CH2:4][C:3]([OH:19])=[O:2]. The yield is 0.540. (3) The reactants are FC(F)(F)S(O[C:7]1[CH:16]=[CH:15][C:14]2[C:9](=[C:10]([Cl:17])[CH:11]=[CH:12][N:13]=2)[N:8]=1)(=O)=O.[F:20][C:21]1[CH:26]=[C:25]([F:27])[CH:24]=[CH:23][C:22]=1[NH:28][S:29]([C:32]1[CH:33]=[N:34][CH:35]=[C:36](B2OC(C)(C)C(C)(C)O2)[CH:37]=1)(=[O:31])=[O:30]. The catalyst is C([O-])(O)=O.[Na+].O1CCOCC1.O.C(OCC)(=O)C.C1C=CC([PH+]([C]2[CH][CH][CH][CH]2)C2C=CC=CC=2)=CC=1.C1C=CC([PH+]([C]2[CH][CH][CH][CH]2)C2C=CC=CC=2)=CC=1.C(Cl)Cl.Cl[Pd]Cl.[Fe]. The product is [Cl:17][C:10]1[CH:11]=[CH:12][N:13]=[C:14]2[C:9]=1[N:8]=[C:7]([C:36]1[CH:37]=[C:32]([S:29]([NH:28][C:22]3[CH:23]=[CH:24][C:25]([F:27])=[CH:26][C:21]=3[F:20])(=[O:31])=[O:30])[CH:33]=[N:34][CH:35]=1)[CH:16]=[CH:15]2. The yield is 0.740. (4) The reactants are [Cl:1][C:2]1[C:7]([C:8](O)=[O:9])=[CH:6][N:5]=[C:4]2[N:11]([CH2:14][O:15][CH2:16][CH2:17][Si:18]([CH3:21])([CH3:20])[CH3:19])[CH:12]=[CH:13][C:3]=12.C1(C)C=CC=CC=1.[NH3:29].CO.[Cl-].[Na+]. The catalyst is S(Cl)(Cl)=O. The product is [Cl:1][C:2]1[C:7]([C:8]([NH2:29])=[O:9])=[CH:6][N:5]=[C:4]2[N:11]([CH2:14][O:15][CH2:16][CH2:17][Si:18]([CH3:21])([CH3:20])[CH3:19])[CH:12]=[CH:13][C:3]=12. The yield is 0.960. (5) The reactants are [NH2:1][C:2]1[CH:10]=[CH:9][C:5]([C:6]([NH2:8])=[O:7])=[CH:4][CH:3]=1.C[Al](C)C.[F:15][C:16]1[CH:21]=[C:20]([F:22])[CH:19]=[CH:18][C:17]=1[C@@:23]([OH:49])([CH2:43][N:44]1[CH:48]=[N:47][CH:46]=[N:45]1)[C@H:24]([S:26][C@@H:27]1[CH2:32][O:31][C@@H:30]([C:33]2[CH:42]=[CH:41][C:36]([C:37](OC)=[O:38])=[CH:35][CH:34]=2)[O:29][CH2:28]1)[CH3:25]. No catalyst specified. The product is [C:6]([C:5]1[CH:9]=[CH:10][C:2]([NH:1][C:37](=[O:38])[C:36]2[CH:41]=[CH:42][C:33]([C@H:30]3[O:29][CH2:28][C@H:27]([S:26][C@H:24]([CH3:25])[C@:23]([C:17]4[CH:18]=[CH:19][C:20]([F:22])=[CH:21][C:16]=4[F:15])([OH:49])[CH2:43][N:44]4[CH:48]=[N:47][CH:46]=[N:45]4)[CH2:32][O:31]3)=[CH:34][CH:35]=2)=[CH:3][CH:4]=1)(=[O:7])[NH2:8]. The yield is 0.370. (6) The reactants are [Cl:1][C:2]1[N:7]=[C:6](Cl)[C:5]([C:9]2[CH:14]=[CH:13][CH:12]=[CH:11][CH:10]=2)=[CH:4][N:3]=1.[CH:15]1([C:18]2[CH:19]=[C:20]([NH2:23])[NH:21][N:22]=2)[CH2:17][CH2:16]1. The catalyst is C(O)C. The product is [Cl:1][C:2]1[N:7]=[C:6]([NH:23][C:20]2[NH:21][N:22]=[C:18]([CH:15]3[CH2:17][CH2:16]3)[CH:19]=2)[C:5]([C:9]2[CH:14]=[CH:13][CH:12]=[CH:11][CH:10]=2)=[CH:4][N:3]=1. The yield is 0.600. (7) The reactants are C1(P(C2C=CC=CC=2)CCCCP(C2C=CC=CC=2)C2C=CC=CC=2)C=CC=CC=1.[NH2:31][C:32]1[C:41]([CH3:42])=[CH:40][C:39](Br)=[CH:38][C:33]=1[C:34]([NH:36][CH3:37])=[O:35].[CH3:44][N:45](C)C=O. The catalyst is C([O-])(=O)C.[Pd+2].C([O-])(=O)C.[Zn].[C-]#N.[Zn+2].[C-]#N.C(O)(=O)C. The product is [NH2:31][C:32]1[C:41]([CH3:42])=[CH:40][C:39]([C:44]#[N:45])=[CH:38][C:33]=1[C:34]([NH:36][CH3:37])=[O:35]. The yield is 0.909. (8) The reactants are C([O:3][C:4](=O)[C:5]([F:17])([F:16])[C:6]1[CH:7]=[C:8]2[C:13](=[CH:14][CH:15]=1)[N:12]=[CH:11][CH:10]=[CH:9]2)C.[NH2:19][NH2:20].O. The catalyst is CO. The product is [F:16][C:5]([F:17])([C:6]1[CH:7]=[C:8]2[C:13](=[CH:14][CH:15]=1)[N:12]=[CH:11][CH:10]=[CH:9]2)[C:4]([NH:19][NH2:20])=[O:3]. The yield is 0.850.